Dataset: Full USPTO retrosynthesis dataset with 1.9M reactions from patents (1976-2016). Task: Predict the reactants needed to synthesize the given product. (1) Given the product [CH:10]1([NH:9][S:8]([C:5]([C:4]([NH:19][NH2:20])=[O:3])([CH3:7])[CH3:6])(=[O:17])=[O:16])[CH2:15][CH2:14][CH2:13][CH2:12][CH2:11]1, predict the reactants needed to synthesize it. The reactants are: C([O:3][C:4](=O)[C:5]([S:8](=[O:17])(=[O:16])[NH:9][CH:10]1[CH2:15][CH2:14][CH2:13][CH2:12][CH2:11]1)([CH3:7])[CH3:6])C.[NH2:19][NH2:20]. (2) Given the product [CH3:35][C:22]1([CH3:34])[C@@H:23]([OH:33])[CH2:24][CH2:25][C@@:26]2([CH3:27])[C@H:21]1[CH2:20][CH2:19][C:18]1[C:17]3[C@:31]([CH3:32])([CH2:30][CH2:29][C:28]=12)[C@@H:14]([C@H:12]([CH3:13])[CH2:11][CH2:10][CH2:9][N:8]([CH3:37])[CH3:7])[CH2:15][CH:16]=3, predict the reactants needed to synthesize it. The reactants are: [H-].[Al+3].[Li+].[H-].[H-].[H-].[CH3:7][N:8]([CH3:37])[C:9](=O)[CH2:10][CH2:11][C@H:12]([C@@H:14]1[C@:31]2([CH3:32])[C:17]([C:18]3[CH2:19][CH2:20][C@@H:21]4[C@:26]([C:28]=3[CH2:29][CH2:30]2)([CH3:27])[CH2:25][CH2:24][C@H:23]([OH:33])[C:22]4([CH3:35])[CH3:34])=[CH:16][CH2:15]1)[CH3:13]. (3) Given the product [F:31][C:19]1[CH:20]=[C:21]([C:22]2[CH:27]=[C:26]([O:28][CH3:29])[CH:25]=[CH:24][C:23]=2[CH3:30])[C:15]2[O:14][CH:13]([CH2:12][NH:33][CH3:32])[CH2:17][C:16]=2[CH:18]=1, predict the reactants needed to synthesize it. The reactants are: CC1C=CC(S(O[CH2:12][CH:13]2[CH2:17][C:16]3[CH:18]=[C:19]([F:31])[CH:20]=[C:21]([C:22]4[CH:27]=[C:26]([O:28][CH3:29])[CH:25]=[CH:24][C:23]=4[CH3:30])[C:15]=3[O:14]2)(=O)=O)=CC=1.[CH3:32][NH2:33]. (4) The reactants are: [CH2:1]([O:3][C:4](=[O:28])[CH2:5][C:6]1[NH:7][C:8]2[C:13]([C:14]=1[S:15][C:16]([CH3:19])([CH3:18])[CH3:17])=[CH:12][C:11]([S:20][CH2:21][C:22]1[CH:27]=[CH:26][CH:25]=[CH:24][N:23]=1)=[CH:10][CH:9]=2)[CH3:2].Br[CH2:30][C:31]1[CH:36]=[CH:35][C:34]([C:37]2[CH:42]=[CH:41][C:40]([C:43]([F:46])([F:45])[F:44])=[CH:39][N:38]=2)=[CH:33][CH:32]=1. Given the product [CH2:1]([O:3][C:4](=[O:28])[CH:5]([C:6]1[NH:7][C:8]2[C:13]([C:14]=1[S:15][C:16]([CH3:19])([CH3:18])[CH3:17])=[CH:12][C:11]([S:20][CH2:21][C:22]1[CH:27]=[CH:26][CH:25]=[CH:24][N:23]=1)=[CH:10][CH:9]=2)[CH2:30][C:31]1[CH:32]=[CH:33][C:34]([C:37]2[CH:42]=[CH:41][C:40]([C:43]([F:46])([F:44])[F:45])=[CH:39][N:38]=2)=[CH:35][CH:36]=1)[CH3:2], predict the reactants needed to synthesize it. (5) Given the product [CH3:1][O:2][C:3](=[O:55])[CH2:4][NH:5][C:6](=[O:54])[C@H:7]([NH:11][C:12](=[O:53])[C@H:13]([NH:56][C:81](=[O:82])[C@H:79]([NH:78][C:61]([O:63][CH2:64][CH:65]1[C:66]2[CH:71]=[CH:70][CH:69]=[CH:68][C:67]=2[C:76]2[C:77]1=[CH:72][CH:73]=[CH:74][CH:75]=2)=[O:62])[CH3:80])[CH2:14][S:15][C:16]([C:29]1[CH:34]=[CH:33][CH:32]=[CH:31][CH:30]=1)([C:17]1[CH:18]=[CH:19][CH:20]=[CH:21][CH:22]=1)[C:23]1[CH:24]=[CH:25][CH:26]=[CH:27][CH:28]=1)[CH:8]([CH3:10])[CH3:9], predict the reactants needed to synthesize it. The reactants are: [CH3:1][O:2][C:3](=[O:55])[CH2:4][NH:5][C:6](=[O:54])[C@H:7]([NH:11][C:12](=[O:53])[C@H:13](NC(OCC1C2C=CC=CC=2C2C1=CC=CC=2)=O)[CH2:14][S:15][C:16]([C:29]1[CH:34]=[CH:33][CH:32]=[CH:31][CH:30]=1)([C:23]1[CH:28]=[CH:27][CH:26]=[CH:25][CH:24]=1)[C:17]1[CH:22]=[CH:21][CH:20]=[CH:19][CH:18]=1)[CH:8]([CH3:10])[CH3:9].[NH:56](CC)CC.[C:61]([NH:78][C@@H:79]([C:81](O)=[O:82])[CH3:80])([O:63][CH2:64][CH:65]1[C:77]2[C:72](=[CH:73][CH:74]=[CH:75][CH:76]=2)[C:71]2[C:66]1=[CH:67][CH:68]=[CH:69][CH:70]=2)=[O:62].CCN=C=NCCCN(C)C.Cl.C1C=CC2N(O)N=NC=2C=1.CCN(C(C)C)C(C)C. (6) Given the product [Cl:36][C:27]1[C:28](=[O:35])[C:29]2([CH2:34][CH2:33][CH2:32][CH2:31][CH2:30]2)[C:26]=1[NH:25][CH:4]([CH2:5][C:6]1[CH:7]=[C:8]2[C:12](=[CH:13][CH:14]=1)[N:11]([C:15](=[O:24])[C:16]1[C:21]([Cl:22])=[CH:20][CH:19]=[CH:18][C:17]=1[Cl:23])[CH2:10][CH2:9]2)[C:3]([OH:37])=[O:2], predict the reactants needed to synthesize it. The reactants are: C[O:2][C:3](=[O:37])[CH:4]([NH:25][C:26]1[C:29]2([CH2:34][CH2:33][CH2:32][CH2:31][CH2:30]2)[C:28](=[O:35])[C:27]=1[Cl:36])[CH2:5][C:6]1[CH:7]=[C:8]2[C:12](=[CH:13][CH:14]=1)[N:11]([C:15](=[O:24])[C:16]1[C:21]([Cl:22])=[CH:20][CH:19]=[CH:18][C:17]=1[Cl:23])[CH2:10][CH2:9]2.ClC1C=NC=C(Cl)C=1C(N1C2C(=CC(CC(NC3C4(CCCCC4)C(=O)C=3)C(O)=O)=CC=2)CC1)=O.